From a dataset of Forward reaction prediction with 1.9M reactions from USPTO patents (1976-2016). Predict the product of the given reaction. (1) The product is: [CH2:14]1[C:23]2[C:18](=[CH:19][CH:20]=[CH:21][CH:22]=2)[CH2:17][CH2:16][N:15]1[CH2:3][CH:2]([OH:1])[CH2:4][O:5][C:6]1[CH:7]=[C:8]([CH:11]=[CH:12][CH:13]=1)[CH:9]=[O:10]. Given the reactants [O:1]1[CH2:3][CH:2]1[CH2:4][O:5][C:6]1[CH:7]=[C:8]([CH:11]=[CH:12][CH:13]=1)[CH:9]=[O:10].[CH2:14]1[C:23]2[C:18](=[CH:19][CH:20]=[CH:21][CH:22]=2)[CH2:17][CH2:16][NH:15]1, predict the reaction product. (2) Given the reactants [Cl:1][C:2]1[CH:10]=[C:9]2[C:5]([CH:6]=[CH:7][NH:8]2)=[CH:4][C:3]=1B1OCC(C)(C)CO1.[C:19](=[O:22])([O-])[O-].[K+].[K+].Br[C:26]1[CH:31]=[CH:30][C:29]([CH:32]2[CH2:36][CH2:35][CH2:34][N:33]2[S:37]([CH3:40])(=[O:39])=[O:38])=[CH:28][CH:27]=1, predict the reaction product. The product is: [Cl:1][C:2]1[CH:10]=[C:9]2[C:5]([C:6]([CH:19]=[O:22])=[CH:7][NH:8]2)=[CH:4][C:3]=1[C:26]1[CH:27]=[CH:28][C:29]([CH:32]2[CH2:36][CH2:35][CH2:34][N:33]2[S:37]([CH3:40])(=[O:38])=[O:39])=[CH:30][CH:31]=1. (3) The product is: [CH3:1][O:2][C:3]([C:5]1([CH2:11][C:12]2[CH:13]=[CH:14][C:15]([Cl:18])=[CH:16][CH:17]=2)[CH2:9][CH2:8][C:7]([CH2:19][OH:22])([CH2:29][OH:30])[C:6]1=[O:10])=[O:4]. Given the reactants [CH3:1][O:2][C:3]([C:5]1([CH2:11][C:12]2[CH:17]=[CH:16][C:15]([Cl:18])=[CH:14][CH:13]=2)[CH2:9][CH2:8][CH2:7][C:6]1=[O:10])=[O:4].[C:19](=[O:22])([O-])[O-].[K+].[K+].C=O.C1C[O:30][CH2:29]C1, predict the reaction product. (4) Given the reactants [I-].[CH3:2][S+](C)(C)=O.[H-].[Na+].[CH3:9][O:10][N:11]([CH3:22])[C:12](=[O:21])/[CH:13]=[CH:14]/[C:15]1[CH:20]=[CH:19][CH:18]=[CH:17][N:16]=1, predict the reaction product. The product is: [CH3:9][O:10][N:11]([CH3:22])[C:12]([C@@H:13]1[CH2:2][C@H:14]1[C:15]1[CH:20]=[CH:19][CH:18]=[CH:17][N:16]=1)=[O:21]. (5) Given the reactants Cl.[C:2]([C:4]1[C:5]([NH:34][C:35]([C:37]2[O:38][CH:39]=[CH:40][CH:41]=2)=[O:36])=[N:6][C:7]([C:26]2[CH:31]=[CH:30][C:29]([F:32])=[CH:28][C:27]=2[OH:33])=[CH:8][C:9]=1[C:10]1[CH:15]=[CH:14][CH:13]=[C:12]([NH:16][C:17](=[O:25])[CH2:18][CH:19]2[CH2:24][CH2:23][CH2:22][CH2:21][NH:20]2)[CH:11]=1)#[N:3].[CH2:42](I)C.C(N(CC)C(C)C)(C)C, predict the reaction product. The product is: [C:2]([C:4]1[C:5]([NH:34][C:35]([C:37]2[O:38][CH:39]=[CH:40][CH:41]=2)=[O:36])=[N:6][C:7]([C:26]2[CH:31]=[CH:30][C:29]([F:32])=[CH:28][C:27]=2[OH:33])=[CH:8][C:9]=1[C:10]1[CH:15]=[CH:14][CH:13]=[C:12]([NH:16][C:17](=[O:25])[CH2:18][C@@H:19]2[CH2:24][CH2:23][CH2:22][N:20]2[CH2:21][CH3:42])[CH:11]=1)#[N:3]. (6) Given the reactants Cl[CH2:2][C:3]1[CH:18]=[CH:17][C:6]2[S:7][CH:8]=[C:9]([C:10]3[CH:15]=[CH:14][CH:13]=[CH:12][C:11]=3[CH3:16])[C:5]=2[CH:4]=1.[OH:19][C:20]1[CH:25]=[CH:24][C:23]([C@@H:26]([C:33]#[C:34][CH3:35])[CH2:27][C:28]([O:30][CH2:31][CH3:32])=[O:29])=[CH:22][CH:21]=1.C([O-])([O-])=O.[Cs+].[Cs+], predict the reaction product. The product is: [CH3:16][C:11]1[CH:12]=[CH:13][CH:14]=[CH:15][C:10]=1[C:9]1[C:5]2[CH:4]=[C:3]([CH2:2][O:19][C:20]3[CH:21]=[CH:22][C:23]([C@@H:26]([C:33]#[C:34][CH3:35])[CH2:27][C:28]([O:30][CH2:31][CH3:32])=[O:29])=[CH:24][CH:25]=3)[CH:18]=[CH:17][C:6]=2[S:7][CH:8]=1. (7) Given the reactants [ClH:1].[C:2]([C:4]1[CH:5]=[CH:6][C:7]([O:10][CH:11]2[CH2:16][CH2:15][N:14](C(OC(C)(C)C)=O)[CH2:13][CH2:12]2)=[N:8][CH:9]=1)#[N:3], predict the reaction product. The product is: [ClH:1].[ClH:1].[NH:14]1[CH2:15][CH2:16][CH:11]([O:10][C:7]2[N:8]=[CH:9][C:4]([C:2]#[N:3])=[CH:5][CH:6]=2)[CH2:12][CH2:13]1. (8) The product is: [Cl:38][C:39]1[CH:44]=[C:43]([N:17]2[C:18]3[C:14](=[CH:13][C:12]([C:10]([N:7]4[CH2:8][CH2:9][N:4]([CH:1]([CH3:3])[CH3:2])[CH2:5][CH2:6]4)=[O:11])=[CH:20][CH:19]=3)[CH:15]=[C:16]2[C:21]([N:23]2[CH2:28][CH2:27][N:26]([S:29]([N:32]3[CH2:37][CH2:36][CH2:35][CH2:34][CH2:33]3)(=[O:31])=[O:30])[CH2:25][CH2:24]2)=[O:22])[CH:42]=[CH:41][CH:40]=1. Given the reactants [CH:1]([N:4]1[CH2:9][CH2:8][N:7]([C:10]([C:12]2[CH:13]=[C:14]3[C:18](=[CH:19][CH:20]=2)[NH:17][C:16]([C:21]([N:23]2[CH2:28][CH2:27][N:26]([S:29]([N:32]4[CH2:37][CH2:36][CH2:35][CH2:34][CH2:33]4)(=[O:31])=[O:30])[CH2:25][CH2:24]2)=[O:22])=[CH:15]3)=[O:11])[CH2:6][CH2:5]1)([CH3:3])[CH3:2].[Cl:38][C:39]1[CH:40]=[C:41](B(O)O)[CH:42]=[CH:43][CH:44]=1, predict the reaction product. (9) Given the reactants [F:1][C@H:2]([C@H:4]1[CH2:8][O:7][C:6](=[O:9])[N:5]1[C:10]1[CH:15]=[CH:14][N:13]=[C:12](F)[N:11]=1)[CH3:3].[F:17][C:18]1[C:23]([C:24]([F:27])([F:26])[F:25])=[CH:22][CH:21]=[CH:20][C:19]=1[C:28]1[CH:29]=[N:30][C:31]([C@@H:34]([NH2:36])[CH3:35])=[N:32][CH:33]=1.CCN(C(C)C)C(C)C.O, predict the reaction product. The product is: [F:17][C:18]1[C:23]([C:24]([F:26])([F:25])[F:27])=[CH:22][CH:21]=[CH:20][C:19]=1[C:28]1[CH:33]=[N:32][C:31]([C@@H:34]([NH:36][C:12]2[N:11]=[C:10]([N:5]3[C@@H:4]([C@@H:2]([F:1])[CH3:3])[CH2:8][O:7][C:6]3=[O:9])[CH:15]=[CH:14][N:13]=2)[CH3:35])=[N:30][CH:29]=1.